This data is from Forward reaction prediction with 1.9M reactions from USPTO patents (1976-2016). The task is: Predict the product of the given reaction. (1) Given the reactants [Cl:1][C:2]1[CH:3]=[C:4]2[C:8](=[CH:9][CH:10]=1)[NH:7][C:6]1[CH2:11][N:12]([CH3:15])[CH2:13][CH2:14][C:5]2=1.N1CCC[C@H]1C(O)=O.[O-]P([O-])([O-])=O.[K+].[K+].[K+].Br[CH:33]=[C:34]([C:36]1[CH:41]=[CH:40][C:39]([Cl:42])=[CH:38][CH:37]=1)[CH3:35], predict the reaction product. The product is: [Cl:1][C:2]1[CH:3]=[C:4]2[C:8](=[CH:9][CH:10]=1)[N:7]([CH:33]=[C:34]([C:36]1[CH:41]=[CH:40][C:39]([Cl:42])=[CH:38][CH:37]=1)[CH3:35])[C:6]1[CH2:11][N:12]([CH3:15])[CH2:13][CH2:14][C:5]2=1. (2) Given the reactants C(O)(C(F)(F)F)=O.[F:8][C:9]1[CH:10]=[C:11]([NH:20][C:21]([C@H:23]2[C:32]3[C:27](=[CH:28][C:29]([O:33][CH3:34])=[CH:30][CH:31]=3)[CH2:26][CH2:25][N:24]2C(OC(C)(C)C)=O)=[O:22])[CH:12]=[C:13]([F:19])[C:14]=1[Si:15]([CH3:18])([CH3:17])[CH3:16].C(=O)([O-])O.[Na+].C(=O)([O-])[O-].[K+].[K+], predict the reaction product. The product is: [F:8][C:9]1[CH:10]=[C:11]([NH:20][C:21]([C@H:23]2[C:32]3[C:27](=[CH:28][C:29]([O:33][CH3:34])=[CH:30][CH:31]=3)[CH2:26][CH2:25][NH:24]2)=[O:22])[CH:12]=[C:13]([F:19])[C:14]=1[Si:15]([CH3:17])([CH3:16])[CH3:18]. (3) The product is: [F:22][C:18]1[CH:17]=[C:16]([C:15]2[S:14][C:13]([CH3:23])=[N:12][C:11]=2[C:9]([N:4]2[C@H:3]([CH2:2][NH:1][C:36]([C:28]3[CH:27]=[C:26]([O:25][CH3:24])[C:35]4[C:30](=[CH:31][CH:32]=[CH:33][CH:34]=4)[N:29]=3)=[O:37])[CH2:8][C@H:7]3[C@@H:5]2[CH2:6]3)=[O:10])[CH:21]=[CH:20][CH:19]=1. Given the reactants [NH2:1][CH2:2][C@@H:3]1[CH2:8][C@H:7]2[C@H:5]([CH2:6]2)[N:4]1[C:9]([C:11]1[N:12]=[C:13]([CH3:23])[S:14][C:15]=1[C:16]1[CH:21]=[CH:20][CH:19]=[C:18]([F:22])[CH:17]=1)=[O:10].[CH3:24][O:25][C:26]1[C:35]2[C:30](=[CH:31][CH:32]=[CH:33][CH:34]=2)[N:29]=[C:28]([C:36](O)=[O:37])[CH:27]=1, predict the reaction product. (4) Given the reactants [NH:1]1[C:9]2[C:4](=[CH:5][CH:6]=[CH:7][CH:8]=2)[C:3](/[CH:10]=[C:11]2\[O:12][C:13]3[C:20](/[CH:21]=[CH:22]\[CH2:23][CH2:24][CH:25]4[CH2:30][CH2:29][N:28](C(OC(C)(C)C)=O)[CH2:27][CH2:26]4)=[C:19]([O:38][CH3:39])[CH:18]=[CH:17][C:14]=3[C:15]\2=[O:16])=[N:2]1.Cl, predict the reaction product. The product is: [NH:1]1[C:9]2[C:4](=[CH:5][CH:6]=[CH:7][CH:8]=2)[C:3](/[CH:10]=[C:11]2\[O:12][C:13]3[C:20](/[CH:21]=[CH:22]\[CH2:23][CH2:24][CH:25]4[CH2:26][CH2:27][NH:28][CH2:29][CH2:30]4)=[C:19]([O:38][CH3:39])[CH:18]=[CH:17][C:14]=3[C:15]\2=[O:16])=[N:2]1.